Dataset: Reaction yield outcomes from USPTO patents with 853,638 reactions. Task: Predict the reaction yield, written as a fraction of the theoretical maximum amount of product (1.0 means a 100% yield; for example, 0.34 means a 34% yield). (1) The reactants are [O:1]1[C:6]2[CH:7]=[CH:8][C:9]([C:11]3[C:12]([CH:21]([OH:26])[C:22]([O:24][CH3:25])=[O:23])=[C:13]4[C:18](=[CH:19][CH:20]=3)[N:17]=[CH:16][CH:15]=[CH:14]4)=[CH:10][C:5]=2[CH2:4][CH2:3][CH2:2]1.Cl(O)(=O)(=O)=O.C(=O)(O)[O-].[Na+]. The catalyst is C(OC(=O)C)(C)(C)C. The product is [C:5]([O:26][CH:21]([C:12]1[C:11]([C:9]2[CH:8]=[CH:7][C:6]3[O:1][CH2:2][CH2:3][CH2:4][C:5]=3[CH:10]=2)=[CH:20][CH:19]=[C:18]2[C:13]=1[CH:14]=[CH:15][CH:16]=[N:17]2)[C:22]([O:24][CH3:25])=[O:23])([CH3:10])([CH3:6])[CH3:4]. The yield is 0.240. (2) The reactants are [CH2:1]([O:4][CH2:5][CH:6]([C:10]1[N:14]([CH3:15])[N:13]=[CH:12][C:11]=1[N+:16]([O-:18])=[O:17])[CH2:7][CH:8]=[CH2:9])C=C. The catalyst is Cl[Ru](=CC1C=CC=CC=1)([P](C1CCCCC1)(C1CCCCC1)C1CCCCC1)([P](C1CCCCC1)(C1CCCCC1)C1CCCCC1)Cl.C1(C)C=CC=CC=1. The product is [CH3:15][N:14]1[C:10]([CH:6]2[CH2:7][CH2:8][CH:9]=[CH:1][O:4][CH2:5]2)=[C:11]([N+:16]([O-:18])=[O:17])[CH:12]=[N:13]1. The yield is 0.300. (3) The reactants are [Na:1].C(C1(CCO[C:17]2[CH:22]=[CH:21][N:20]=[C:19]([CH2:23][S:24]([C:26]3[NH:30][C:29]4[CH:31]=[CH:32][CH:33]=[CH:34][C:28]=4[N:27]=3)=[O:25])[C:18]=2[CH3:35])OCC2(OCCO2)CO1)C.ClC1C=CC=C(C(OO)=O)C=1.[O:47]1[CH2:51][CH2:50][O:49][CH:48]1[CH2:52][OH:53]. No catalyst specified. The product is [Na:1].[O:47]1[CH2:51][CH2:50][O:49][CH:48]1[CH2:52][O:53][C:17]1[CH:22]=[CH:21][N:20]=[C:19]([CH2:23][S:24]([C:26]2[NH:27][C:28]3[CH:34]=[CH:33][CH:32]=[CH:31][C:29]=3[N:30]=2)=[O:25])[C:18]=1[CH3:35]. The yield is 0.172. (4) The reactants are [CH2:1]([O:8][C:9]1[CH:10]=[C:11]2[C:16](=[CH:17][C:18]=1[O:19][CH3:20])[N:15]=[CH:14][N:13]=[C:12]2Cl)[C:2]1[CH:7]=[CH:6][CH:5]=[CH:4][CH:3]=1.[OH:22][C:23]1[CH:24]=[C:25]2[C:29](=[N:30][CH:31]=1)[NH:28][CH:27]=[CH:26]2.C(=O)([O-])[O-].[K+].[K+]. The catalyst is CN(C=O)C. The product is [NH:28]1[C:29]2[C:25](=[CH:24][C:23]([O:22][C:12]3[C:11]4[C:16](=[CH:17][C:18]([O:19][CH3:20])=[C:9]([O:8][CH2:1][C:2]5[CH:7]=[CH:6][CH:5]=[CH:4][CH:3]=5)[CH:10]=4)[N:15]=[CH:14][N:13]=3)=[CH:31][N:30]=2)[CH:26]=[CH:27]1. The yield is 0.600.